Dataset: NCI-60 drug combinations with 297,098 pairs across 59 cell lines. Task: Regression. Given two drug SMILES strings and cell line genomic features, predict the synergy score measuring deviation from expected non-interaction effect. Drug 1: C1CCC(C1)C(CC#N)N2C=C(C=N2)C3=C4C=CNC4=NC=N3. Drug 2: CC(C)NC(=O)C1=CC=C(C=C1)CNNC.Cl. Cell line: SF-295. Synergy scores: CSS=-2.06, Synergy_ZIP=-1.27, Synergy_Bliss=-3.53, Synergy_Loewe=-3.79, Synergy_HSA=-3.75.